This data is from Retrosynthesis with 50K atom-mapped reactions and 10 reaction types from USPTO. The task is: Predict the reactants needed to synthesize the given product. (1) Given the product Cc1ccc(S(=O)(=O)n2cc(-c3ncc(C(=O)NC4CC4)s3)c3cc(-c4nnc(NC(C)C)o4)ccc32)cc1, predict the reactants needed to synthesize it. The reactants are: Cc1ccc(S(=O)(=O)n2cc(B3OC(C)(C)C(C)(C)O3)c3cc(-c4nnc(NC(C)C)o4)ccc32)cc1.O=C(NC1CC1)c1cnc(Br)s1. (2) Given the product CN1C(=O)c2ccccc2Nc2ccccc21, predict the reactants needed to synthesize it. The reactants are: CI.O=C1Nc2ccccc2Nc2ccccc21.